Dataset: Forward reaction prediction with 1.9M reactions from USPTO patents (1976-2016). Task: Predict the product of the given reaction. (1) Given the reactants [NH:1]1[CH2:6][CH2:5][O:4][CH2:3][CH2:2]1.C(O)(=O)C.C(O[BH-](OC(=O)C)OC(=O)C)(=O)C.[Na+].[Br:25][C:26]1[CH:27]=[C:28]([CH:32]=O)[S:29][C:30]=1[Cl:31], predict the reaction product. The product is: [Br:25][C:26]1[CH:27]=[C:28]([CH2:32][N:1]2[CH2:6][CH2:5][O:4][CH2:3][CH2:2]2)[S:29][C:30]=1[Cl:31]. (2) Given the reactants [Cl:1][C:2]1[CH:3]=[N:4][C:5]2[N:6]([N:8]=[C:9]([C:11]([OH:13])=O)[CH:10]=2)[CH:7]=1.[F:14][C:15]1[N:20]=[CH:19][C:18]([C:21]2[N:25]3[CH2:26][CH2:27][NH:28][CH2:29][C:24]3=[N:23][N:22]=2)=[CH:17][CH:16]=1, predict the reaction product. The product is: [Cl:1][C:2]1[CH:3]=[N:4][C:5]2[N:6]([N:8]=[C:9]([C:11]([N:28]3[CH2:27][CH2:26][N:25]4[C:21]([C:18]5[CH:19]=[N:20][C:15]([F:14])=[CH:16][CH:17]=5)=[N:22][N:23]=[C:24]4[CH2:29]3)=[O:13])[CH:10]=2)[CH:7]=1. (3) Given the reactants [OH:1][C:2]1[C:3](=[O:19])[CH:4]=[C:5]([CH2:8][NH:9][S:10]([C:13]2[CH:18]=[CH:17][CH:16]=[CH:15][CH:14]=2)(=[O:12])=[O:11])[O:6][CH:7]=1.[CH2:20]=[O:21].[OH-].[Na+], predict the reaction product. The product is: [OH:1][C:2]1[C:3](=[O:19])[CH:4]=[C:5]([CH2:8][NH:9][S:10]([C:13]2[CH:14]=[CH:15][CH:16]=[CH:17][CH:18]=2)(=[O:12])=[O:11])[O:6][C:7]=1[CH2:20][OH:21]. (4) Given the reactants [CH2:1]([O:8][C@@H:9]1[CH2:14][CH2:13][CH2:12][NH:11][CH2:10]1)[C:2]1[CH:7]=[CH:6][CH:5]=[CH:4][CH:3]=1.C[Al](C)C.[CH2:19]([C:23]1[CH:28]=[C:27]([C:29](OC)=[O:30])[N:26]=[N:25][C:24]=1[C:33]([O:35][CH3:36])=[O:34])[CH:20]([CH3:22])[CH3:21], predict the reaction product. The product is: [CH2:1]([O:8][C@@H:9]1[CH2:14][CH2:13][CH2:12][N:11]([C:29]([C:27]2[N:26]=[N:25][C:24]([C:33]([O:35][CH3:36])=[O:34])=[C:23]([CH2:19][CH:20]([CH3:22])[CH3:21])[CH:28]=2)=[O:30])[CH2:10]1)[C:2]1[CH:3]=[CH:4][CH:5]=[CH:6][CH:7]=1.